This data is from Forward reaction prediction with 1.9M reactions from USPTO patents (1976-2016). The task is: Predict the product of the given reaction. (1) The product is: [CH2:1]([N:8]1[C:13](=[O:14])[C:12]([C:15]([OH:17])=[O:16])=[CH:11][C:10]2[CH:20]([CH3:29])[O:21][C:22]3[CH:23]=[C:24]([Cl:28])[CH:25]=[CH:26][C:27]=3[C:9]1=2)[C:2]1[CH:7]=[CH:6][CH:5]=[CH:4][CH:3]=1. Given the reactants [CH2:1]([N:8]1[C:13](=[O:14])[C:12]([C:15]([O:17]CC)=[O:16])=[CH:11][C:10]2[CH:20]([CH3:29])[O:21][C:22]3[CH:23]=[C:24]([Cl:28])[CH:25]=[CH:26][C:27]=3[C:9]1=2)[C:2]1[CH:7]=[CH:6][CH:5]=[CH:4][CH:3]=1.[Li+].[OH-].Cl, predict the reaction product. (2) Given the reactants [C:1]1([C:7]2([C:10](O)=O)[CH2:9][CH2:8]2)[CH:6]=[CH:5][CH:4]=[CH:3][CH:2]=1.C[CH2:14][N:15]=C=NCCCN(C)C.Cl.C1C=CC2N(O)N=NC=2C=1.CN, predict the reaction product. The product is: [CH3:14][NH:15][CH2:10][C:7]1([C:1]2[CH:6]=[CH:5][CH:4]=[CH:3][CH:2]=2)[CH2:9][CH2:8]1. (3) Given the reactants [C:1]([CH:4]([CH2:10][C:11]([C:13]1[CH:18]=[CH:17][C:16]([Cl:19])=[CH:15][CH:14]=1)=O)C(OCC)=O)(=O)[CH3:2].[Cl:20][C:21]1[CH:27]=[CH:26][C:24]([NH2:25])=[CH:23][CH:22]=1.CC1C=CC(S(O)(=O)=O)=CC=1.O, predict the reaction product. The product is: [Cl:20][C:21]1[CH:27]=[CH:26][C:24]([N:25]2[C:1]([CH3:2])=[CH:4][CH:10]=[C:11]2[C:13]2[CH:14]=[CH:15][C:16]([Cl:19])=[CH:17][CH:18]=2)=[CH:23][CH:22]=1. (4) Given the reactants O=[C:2]([NH:12][NH:13][C:14](=O)[C:15]([CH3:18])([CH3:17])[CH3:16])[CH2:3][NH:4][C:5](=[O:11])[O:6][C:7]([CH3:10])([CH3:9])[CH3:8].COC1C=CC(P2(SP(C3C=CC(OC)=CC=3)(=S)S2)=[S:29])=CC=1, predict the reaction product. The product is: [C:15]([C:14]1[S:29][C:2]([CH2:3][NH:4][C:5](=[O:11])[O:6][C:7]([CH3:10])([CH3:9])[CH3:8])=[N:12][N:13]=1)([CH3:18])([CH3:17])[CH3:16]. (5) The product is: [N:52]1([S:53]([NH:56][C:40](=[O:42])[C:39]2[CH:43]=[C:44]([C:45]3([OH:49])[CH2:46][O:47][CH2:48]3)[C:36]([O:35][C:27]3[CH:28]=[N:29][C:30]([O:31][CH:32]([CH3:33])[CH3:34])=[C:25]([Cl:24])[CH:26]=3)=[CH:37][C:38]=2[F:50])(=[O:55])=[O:54])[CH2:6][CH2:10][CH2:2]1. Given the reactants Cl[C:2]1C(OC2C=CC(Cl)=C(C(F)(F)F)C=2)=CC(F)=[C:6]([CH:10]=1)C(O)=O.[Cl:24][C:25]1[CH:26]=[C:27]([O:35][C:36]2[C:44]([C:45]3([OH:49])[CH2:48][O:47][CH2:46]3)=[CH:43][C:39]([C:40]([OH:42])=O)=[C:38]([F:50])[CH:37]=2)[CH:28]=[N:29][C:30]=1[O:31][CH:32]([CH3:34])[CH3:33].C[N:52](C)[S:53]([NH2:56])(=[O:55])=[O:54], predict the reaction product.